From a dataset of Forward reaction prediction with 1.9M reactions from USPTO patents (1976-2016). Predict the product of the given reaction. (1) Given the reactants [C:1]([SiH2:5][O:6][C:7](C)(C)[C@H:8]1[C@@H]2[C@@H](OC(=O)C2)[CH2:10][C@H:9]1[O:17][CH:18]1[CH2:23][CH2:22][CH2:21][CH2:20][O:19]1)(C)(C)C.[H-].[CH2:32]([Al+][CH2:32][CH:33]([CH3:35])[CH3:34])[CH:33]([CH3:35])[CH3:34].[CH3:36]O.[C:38]([CH:41]([CH:43]([C:45]([O-:47])=[O:46])O)O)([O-])=O.[Na+].[K+], predict the reaction product. The product is: [Si:5]([O:6][CH2:7][C@@H:8]1[C@@H:41]2[C@@H:38]([O:47][CH:45]([OH:46])[CH2:43]2)[CH2:10][C@H:9]1[O:17][CH:18]1[CH2:23][CH2:22][CH2:21][CH2:20][O:19]1)([C:33]([CH3:32])([CH3:34])[CH3:35])([CH3:1])[CH3:36]. (2) Given the reactants [Br:1][C:2]1[CH:3]=[C:4]([CH:9]=[C:10]([C:12](=O)[NH2:13])[CH:11]=1)[C:5]([O:7][CH3:8])=[O:6], predict the reaction product. The product is: [Br:1][C:2]1[CH:3]=[C:4]([CH:9]=[C:10]([C:12]#[N:13])[CH:11]=1)[C:5]([O:7][CH3:8])=[O:6]. (3) The product is: [CH3:2][C:1]1([C:4]2[CH:5]=[C:6]([CH:9]=[CH:10][CH:11]=2)[C:7]#[N:8])[O:14][CH2:13][CH2:12][O:3]1. Given the reactants [C:1]([C:4]1[CH:5]=[C:6]([CH:9]=[CH:10][CH:11]=1)[C:7]#[N:8])(=[O:3])[CH3:2].[CH2:12](O)[CH2:13][OH:14].CC1C=CC(S(O)(=O)=O)=CC=1, predict the reaction product.